This data is from Full USPTO retrosynthesis dataset with 1.9M reactions from patents (1976-2016). The task is: Predict the reactants needed to synthesize the given product. (1) Given the product [OH:1][C@H:2]([C:24]1[C:33]2[C:28](=[CH:29][CH:30]=[C:31]([O:34][CH3:35])[CH:32]=2)[N:27]=[CH:26][CH:25]=1)[CH2:3][CH2:4][C@@H:5]1[CH2:10][CH2:9][N:8]([CH:11]2[CH2:14][CH:13]([C:15]3[CH:16]=[CH:17][CH:18]=[CH:19][CH:20]=3)[CH2:12]2)[CH2:7][C@@H:6]1[C:21]([NH2:41])=[O:22], predict the reactants needed to synthesize it. The reactants are: [OH:1][C@H:2]([C:24]1[C:33]2[C:28](=[CH:29][CH:30]=[C:31]([O:34][CH3:35])[CH:32]=2)[N:27]=[CH:26][CH:25]=1)[CH2:3][CH2:4][C@@H:5]1[CH2:10][CH2:9][N:8]([CH:11]2[CH2:14][CH:13]([C:15]3[CH:20]=[CH:19][CH:18]=[CH:17][CH:16]=3)[CH2:12]2)[CH2:7][C@@H:6]1[C:21](O)=[O:22].C(=O)(O)[O-].[NH4+].[N:41]1C=CC=CC=1.O. (2) Given the product [C:30]([CH2:29][N:7]1[C:6](=[O:8])[CH:5]=[N:4][N:3]([C:9]2[CH:10]=[CH:11][C:12]([CH3:27])=[C:13]([CH:26]=2)[C:14]([NH:16][CH2:17][C:18]2([OH:25])[CH2:24][CH2:23][CH2:22][CH2:21][CH2:20][CH2:19]2)=[O:15])[C:2]1=[O:1])(=[O:31])[NH2:32], predict the reactants needed to synthesize it. The reactants are: [O:1]=[C:2]1[NH:7][C:6](=[O:8])[CH:5]=[N:4][N:3]1[C:9]1[CH:10]=[CH:11][C:12]([CH3:27])=[C:13]([CH:26]=1)[C:14]([NH:16][CH2:17][C:18]1([OH:25])[CH2:24][CH2:23][CH2:22][CH2:21][CH2:20][CH2:19]1)=[O:15].Br[CH2:29][C:30]([NH2:32])=[O:31]. (3) The reactants are: [Br:1][C:2]1[CH:7]=[CH:6][C:5]([CH2:8][CH2:9][CH2:10][C:11]([O:13][CH3:14])=[O:12])=[CH:4][CH:3]=1.I[CH2:16][CH2:17][CH2:18][C:19]1[CH:24]=[CH:23][CH:22]=[CH:21][CH:20]=1. Given the product [Br:1][C:2]1[CH:3]=[CH:4][C:5]([CH2:8][CH2:9][CH:10]([CH2:16][CH2:17][CH2:18][C:19]2[CH:24]=[CH:23][CH:22]=[CH:21][CH:20]=2)[C:11]([O:13][CH3:14])=[O:12])=[CH:6][CH:7]=1, predict the reactants needed to synthesize it. (4) Given the product [Cl:1][C:2]1[CH:3]=[C:4]2[C:12](=[C:13]([NH:15][C:16]([C@@H:18]3[CH2:19][O:20][C:21]([CH3:29])([CH3:28])[CH2:22][N:23]3[CH2:24][C:25]([N:30]3[CH2:35][CH2:34][O:33][CH2:32][CH2:31]3)=[O:26])=[O:17])[CH:14]=1)[NH:11][C:10]1[CH:9]=[N:8][CH:7]=[CH:6][C:5]2=1, predict the reactants needed to synthesize it. The reactants are: [Cl:1][C:2]1[CH:3]=[C:4]2[C:12](=[C:13]([NH:15][C:16]([C@H:18]3[N:23]([CH2:24][C:25](O)=[O:26])[CH2:22][C:21]([CH3:29])([CH3:28])[O:20][CH2:19]3)=[O:17])[CH:14]=1)[NH:11][C:10]1[CH:9]=[N:8][CH:7]=[CH:6][C:5]2=1.[NH:30]1[CH2:35][CH2:34][O:33][CH2:32][CH2:31]1. (5) Given the product [CH3:1][O:2][C:3](=[O:30])[CH2:4][C:5]1[CH:10]=[CH:9][C:8]([C:11]#[C:12][C:13]2[CH:18]=[C:17]([C:19]([CH3:22])([CH3:21])[CH3:20])[C:16]([O:23][CH:24]([CH3:26])[CH3:25])=[C:15]([CH2:27][Br:50])[C:14]=2[CH3:29])=[CH:7][CH:6]=1, predict the reactants needed to synthesize it. The reactants are: [CH3:1][O:2][C:3](=[O:30])[CH2:4][C:5]1[CH:10]=[CH:9][C:8]([C:11]#[C:12][C:13]2[CH:18]=[C:17]([C:19]([CH3:22])([CH3:21])[CH3:20])[C:16]([O:23][CH:24]([CH3:26])[CH3:25])=[C:15]([CH2:27]O)[C:14]=2[CH3:29])=[CH:7][CH:6]=1.C1(P(C2C=CC=CC=2)C2C=CC=CC=2)C=CC=CC=1.[Br:50]N1C(=O)CCC1=O.